Dataset: Forward reaction prediction with 1.9M reactions from USPTO patents (1976-2016). Task: Predict the product of the given reaction. (1) Given the reactants Cl.[NH2:2][C:3]([C@@H:5]1[CH2:9][C@H:8]([F:10])[CH2:7][NH:6]1)=[O:4].[C:11]1([CH2:24][O:25][C:26]([NH:28][C@@H:29]([C@@H:33]([CH3:36])[CH2:34][CH3:35])[C:30](O)=[O:31])=[O:27])[C:23]2[CH2:22][C:21]3[C:16](=[CH:17][CH:18]=[CH:19][CH:20]=3)[C:15]=2[CH:14]=[CH:13][CH:12]=1.O.ON1C2C=CC=CC=2N=N1.Cl.CNC(NC)CCN=C=NCC.C(N(C(C)C)CC)(C)C, predict the reaction product. The product is: [NH2:2][C:3]([C@@H:5]1[CH2:9][C@H:8]([F:10])[CH2:7][N:6]1[C:30](=[O:31])[C@@H:29]([NH:28][C:26]([O:25][CH2:24][C:11]1[C:23]2[CH2:22][C:21]3[C:16](=[CH:17][CH:18]=[CH:19][CH:20]=3)[C:15]=2[CH:14]=[CH:13][CH:12]=1)=[O:27])[C@@H:33]([CH3:36])[CH2:34][CH3:35])=[O:4]. (2) Given the reactants [NH:1]1[C:9]2[C:4](=[CH:5][CH:6]=[C:7](/[CH:10]=[C:11]3/[C:12](=[O:20])[NH:13][C:14]4[C:19]/3=[CH:18][CH:17]=[CH:16][CH:15]=4)[CH:8]=2)[CH:3]=[N:2]1.[CH3:21][N:22]1[CH2:27][CH2:26][N:25]([C:28]2[N:33]=[CH:32][C:31](C3C4C(=CC(C=O)=CC=4)NN=3)=[CH:30][CH:29]=2)[CH2:24][CH2:23]1, predict the reaction product. The product is: [CH3:21][N:22]1[CH2:23][CH2:24][N:25]([C:28]2[N:33]=[CH:32][C:31]([C:3]3[C:4]4[C:9](=[CH:8][C:7]([CH:10]=[C:11]5[C:19]6[C:14](=[CH:15][CH:16]=[CH:17][CH:18]=6)[NH:13][C:12]5=[O:20])=[CH:6][CH:5]=4)[NH:1][N:2]=3)=[CH:30][CH:29]=2)[CH2:26][CH2:27]1. (3) Given the reactants [CH3:1][O:2][C:3]1[CH:4]=[C:5]([CH:9]=[CH:10][CH:11]=[C:12]2[CH2:17][CH2:16][N:15](C(OC(C)(C)C)=O)[CH2:14][CH2:13]2)[CH:6]=[CH:7][CH:8]=1.FC(F)(F)C(O)=O, predict the reaction product. The product is: [CH3:1][O:2][C:3]1[CH:4]=[C:5]([CH:9]=[CH:10][CH:11]=[C:12]2[CH2:17][CH2:16][NH:15][CH2:14][CH2:13]2)[CH:6]=[CH:7][CH:8]=1. (4) Given the reactants Br[C:2]1[N:3]=[CH:4][C:5]([N:8]2[CH2:13][CH2:12][N:11]([C:14]([O:16][C:17]([CH3:20])([CH3:19])[CH3:18])=[O:15])[CH2:10][CH2:9]2)=[N:6][CH:7]=1.[Li+].C[Si]([N-:26][Si](C)(C)C)(C)C.C(#N)C.Cl, predict the reaction product. The product is: [NH2:26][C:2]1[N:3]=[CH:4][C:5]([N:8]2[CH2:13][CH2:12][N:11]([C:14]([O:16][C:17]([CH3:20])([CH3:19])[CH3:18])=[O:15])[CH2:10][CH2:9]2)=[N:6][CH:7]=1. (5) Given the reactants CC(C)([O-])C.[K+].Br[C:8]1[CH:13]=[CH:12][C:11]([Br:14])=[CH:10][N:9]=1.[CH3:15][N:16]([CH3:20])[CH2:17][CH2:18][OH:19], predict the reaction product. The product is: [Br:14][C:11]1[CH:12]=[CH:13][C:8]([O:19][CH2:18][CH2:17][N:16]([CH3:20])[CH3:15])=[N:9][CH:10]=1. (6) Given the reactants [CH3:1][NH:2][CH:3]1[CH2:7][CH2:6][CH2:5][CH2:4]1.Cl[C:9]1[N:14]=[C:13]([N:15]2[CH2:20][CH2:19][CH:18]([C:21]3[CH:26]=[CH:25][C:24]([CH:27]([CH3:33])[C:28]([NH:30][CH2:31][CH3:32])=[O:29])=[CH:23][CH:22]=3)[CH2:17][CH2:16]2)[CH:12]=[CH:11][N:10]=1.CCN(C(C)C)C(C)C, predict the reaction product. The product is: [CH:3]1([N:2]([CH3:1])[C:9]2[N:14]=[C:13]([N:15]3[CH2:16][CH2:17][CH:18]([C:21]4[CH:26]=[CH:25][C:24]([CH:27]([CH3:33])[C:28]([NH:30][CH2:31][CH3:32])=[O:29])=[CH:23][CH:22]=4)[CH2:19][CH2:20]3)[CH:12]=[CH:11][N:10]=2)[CH2:7][CH2:6][CH2:5][CH2:4]1. (7) The product is: [CH3:16][C:14]([Si:17]([CH3:30])([CH3:29])[O:18][CH2:19][CH2:20][N:21]([CH2:22][C:23]1[CH:24]=[CH:25][CH:26]=[CH:27][CH:28]=1)[S:9]([C:3]1[CH:4]=[CH:5][C:6]([F:8])=[CH:7][C:2]=1[F:1])(=[O:11])=[O:10])([CH3:13])[CH3:15]. Given the reactants [F:1][C:2]1[CH:7]=[C:6]([F:8])[CH:5]=[CH:4][C:3]=1[S:9](Cl)(=[O:11])=[O:10].[CH3:13][C:14]([Si:17]([CH3:30])([CH3:29])[O:18][CH2:19][CH2:20][NH:21][CH2:22][C:23]1[CH:28]=[CH:27][CH:26]=[CH:25][CH:24]=1)([CH3:16])[CH3:15].[OH-].[Na+], predict the reaction product. (8) Given the reactants [Cl:1][C:2]1[CH:7]=[CH:6][C:5]([N:8]2[CH2:23][CH:11]3[CH2:12][N:13](C(OC(C)(C)C)=O)[CH2:14][CH2:15][N:10]3[C:9]2=[O:24])=[CH:4][CH:3]=1, predict the reaction product. The product is: [ClH:1].[Cl:1][C:2]1[CH:3]=[CH:4][C:5]([N:8]2[CH2:23][CH:11]3[CH2:12][NH:13][CH2:14][CH2:15][N:10]3[C:9]2=[O:24])=[CH:6][CH:7]=1.